The task is: Predict the product of the given reaction.. This data is from Forward reaction prediction with 1.9M reactions from USPTO patents (1976-2016). (1) Given the reactants [F:1][C:2]([F:36])([F:35])[C:3]1[CH:4]=[C:5]([C:13]([CH3:34])([CH3:33])[C:14]([N:16]([C:18]2[CH:19]=[N:20][C:21]([N:25]3[CH2:29][C@H:28]([OH:30])[CH2:27][C@H:26]3[CH2:31][OH:32])=[CH:22][C:23]=2I)[CH3:17])=[O:15])[CH:6]=[C:7]([C:9]([F:12])([F:11])[F:10])[CH:8]=1.[C:37]1([CH3:46])[CH:42]=[CH:41][C:40](B(O)O)=[CH:39][CH:38]=1.C(=O)([O-])[O-].[Na+].[Na+].C1(P(C2C=CC=CC=2)C2C=CC=CC=2)C=CC=CC=1, predict the reaction product. The product is: [F:1][C:2]([F:36])([F:35])[C:3]1[CH:4]=[C:5]([C:13]([CH3:34])([CH3:33])[C:14]([N:16]([C:18]2[CH:19]=[N:20][C:21]([N:25]3[CH2:29][C@H:28]([OH:30])[CH2:27][C@H:26]3[CH2:31][OH:32])=[CH:22][C:23]=2[C:40]2[CH:41]=[CH:42][C:37]([CH3:46])=[CH:38][CH:39]=2)[CH3:17])=[O:15])[CH:6]=[C:7]([C:9]([F:12])([F:11])[F:10])[CH:8]=1. (2) Given the reactants CO[CH:3]([O:12]C)[C:4]1[CH:11]=[CH:10][C:7]([CH:8]=O)=[CH:6][CH:5]=1.[NH:14]1[CH2:18][CH2:17][CH2:16][CH2:15]1.C(O)(=O)C.S([O-])([O-])(=O)=O.[Na+].[Na+].C(O[BH-](OC(=O)C)OC(=O)C)(=O)C.[Na+].C(=O)([O-])[O-].[K+].[K+], predict the reaction product. The product is: [N:14]1([CH2:8][C:7]2[CH:6]=[CH:5][C:4]([CH:3]=[O:12])=[CH:11][CH:10]=2)[CH2:18][CH2:17][CH2:16][CH2:15]1. (3) Given the reactants [CH3:1][O-:2].[Na+].CO.Br[CH2:7][C:8]([C:15]1[N:20]=[CH:19][C:18]([CH3:21])=[CH:17][N:16]=1)([O:12][CH2:13][CH3:14])[O:9][CH2:10][CH3:11], predict the reaction product. The product is: [CH2:10]([O:9][C:8]([C:15]1[N:20]=[CH:19][C:18]([CH3:21])=[CH:17][N:16]=1)([O:12][CH2:13][CH3:14])[CH2:7][O:2][CH3:1])[CH3:11]. (4) Given the reactants [CH3:1][C@H:2]1[C@@H:12]2[CH2:13][CH2:14][C@:15]3([CH3:19])[O:17][O:18][C@:11]42[C@H:5]([C@@H:6]([CH3:20])[C:7]([O:9][C@@H:10]4[O:16]3)=[O:8])[CH2:4][CH2:3]1.O=[CH:22][C@@H:23]([C@H]([C@@H]([C@@H](CO)O)O)O)O.[BH4-].[Na+].Cl[Si](C)(C)C, predict the reaction product. The product is: [CH3:22][CH2:23][O:8][C@H:7]1[O:9][C@@H:10]2[O:16][C:15]3([CH3:19])[O:17][O:18][C@@:11]42[C@@H:5]([CH2:4][CH2:3][C@@H:2]([CH3:1])[C@@H:12]4[CH2:13][CH2:14]3)[C@H:6]1[CH3:20]. (5) Given the reactants Br[C:2]1[CH:10]=[CH:9][C:5]([C:6]([OH:8])=[O:7])=[C:4]([N+:11]([O-:13])=[O:12])[CH:3]=1.[CH3:14][O:15][C:16]1[CH:21]=[CH:20][C:19](OB(O)O)=[CH:18][CH:17]=1, predict the reaction product. The product is: [CH3:14][O:15][C:16]1[CH:21]=[CH:20][C:19]([C:2]2[CH:10]=[CH:9][C:5]([C:6]([OH:8])=[O:7])=[C:4]([N+:11]([O-:13])=[O:12])[CH:3]=2)=[CH:18][CH:17]=1.